Dataset: Reaction yield outcomes from USPTO patents with 853,638 reactions. Task: Predict the reaction yield, written as a fraction of the theoretical maximum amount of product (1.0 means a 100% yield; for example, 0.34 means a 34% yield). (1) The reactants are [CH2:1]([O:8][C:9]([N:11]1[CH2:16][CH2:15][CH2:14][CH2:13][C@H:12]1[C:17]1[NH:21][C:20]2[CH:22]=[CH:23][C:24]([C:26]#[CH:27])=[CH:25][C:19]=2[N:18]=1)=[O:10])[C:2]1[CH:7]=[CH:6][CH:5]=[CH:4][CH:3]=1. The catalyst is C1COCC1.[Cu]I.C1(C=CC=CC=1)[P](C1C=CC=CC=1)(C1C=CC=CC=1)[Pd][P](C1C=CC=CC=1)(C1C=CC=CC=1)C1C=CC=CC=1. The product is [CH2:1]([O:8][C:9]([N:11]1[CH2:16][CH2:15][CH2:14][CH2:13][C@H:12]1[C:17]1[NH:21][C:20]2[CH:22]=[CH:23][C:24]([C:26]#[C:27][C:27]#[C:26][C:24]3[CH:23]=[CH:22][C:20]4[NH:21][C:17]([C@@H:12]5[CH2:13][CH2:14][CH2:15][CH2:16][N:11]5[C:9]([O:8][CH2:1][C:2]5[CH:7]=[CH:6][CH:5]=[CH:4][CH:3]=5)=[O:10])=[N:18][C:19]=4[CH:25]=3)=[CH:25][C:19]=2[N:18]=1)=[O:10])[C:2]1[CH:3]=[CH:4][CH:5]=[CH:6][CH:7]=1. The yield is 0.390. (2) The reactants are [CH3:1][O:2][C:3]([C:5]1([C:8]2[CH:13]=[C:12](I)[C:11]([O:15][CH2:16][C:17]([CH3:19])=[CH2:18])=[C:10](I)[CH:9]=2)[CH2:7][CH2:6]1)=[O:4].CCCC[SnH](CCCC)CCCC.CC(N=NC(C#N)(C)C)(C#N)C. The catalyst is C1(C)C=CC=CC=1. The product is [CH3:1][O:2][C:3]([C:5]1([C:8]2[CH:13]=[CH:12][C:11]3[O:15][CH2:16][C:17]([CH3:19])([CH3:18])[C:10]=3[CH:9]=2)[CH2:7][CH2:6]1)=[O:4]. The yield is 0.620. (3) The reactants are [O:1]1[C:5]2[CH:6]=[CH:7][C:8]([C:10]3([C:13]([NH:15][C:16]4[CH:17]=[C:18]5[C:22](=[C:23]([C:25]#[N:26])[CH:24]=4)[NH:21][C:20]([C:27]([CH3:30])([CH3:29])[CH3:28])=[CH:19]5)=[O:14])[CH2:12][CH2:11]3)=[CH:9][C:4]=2[O:3][CH2:2]1.[H][H]. The catalyst is C(OCC)(=O)C.[Pd]. The product is [NH2:26][CH2:25][C:23]1[CH:24]=[C:16]([NH:15][C:13]([C:10]2([C:8]3[CH:7]=[CH:6][C:5]4[O:1][CH2:2][O:3][C:4]=4[CH:9]=3)[CH2:11][CH2:12]2)=[O:14])[CH:17]=[C:18]2[C:22]=1[NH:21][C:20]([C:27]([CH3:30])([CH3:29])[CH3:28])=[CH:19]2. The yield is 0.320. (4) The reactants are [CH:1]1([CH2:4][CH2:5][NH:6][C:7]([C:9]2[N:10]=[N:11][C:12](Cl)=[CH:13][CH:14]=2)=[O:8])[CH2:3][CH2:2]1.[CH2:16]1[C:20]2[CH2:21][NH:22][CH2:23][C:19]=2[CH2:18][N:17]1[C:24]([C:26]1[CH:31]=[CH:30][CH:29]=[CH:28][C:27]=1[C:32]([F:35])([F:34])[F:33])=[O:25].FC(F)(F)C([O-])=O. No catalyst specified. The product is [CH:1]1([CH2:4][CH2:5][NH:6][C:7]([C:9]2[N:10]=[N:11][C:12]([N:22]3[CH2:23][C:19]4[CH2:18][N:17]([C:24](=[O:25])[C:26]5[CH:31]=[CH:30][CH:29]=[CH:28][C:27]=5[C:32]([F:34])([F:33])[F:35])[CH2:16][C:20]=4[CH2:21]3)=[CH:13][CH:14]=2)=[O:8])[CH2:3][CH2:2]1. The yield is 0.270. (5) The reactants are [CH3:1][O:2][C:3]([CH:5]1[CH2:10][CH2:9][CH2:8][CH:7]([C:11](O)=[O:12])[CH2:6]1)=[O:4].S(C)C. The catalyst is C1COCC1. The product is [OH:12][CH2:11][CH:7]1[CH2:8][CH2:9][CH2:10][CH:5]([C:3]([O:2][CH3:1])=[O:4])[CH2:6]1. The yield is 0.730.